Dataset: Catalyst prediction with 721,799 reactions and 888 catalyst types from USPTO. Task: Predict which catalyst facilitates the given reaction. (1) Reactant: [O:1]1[C:5](=[O:6])[CH:4]=[CH:3][C:2]1=[O:7].[CH:8]1[CH2:14][CH:13]=[CH:12][CH:11]=[CH:10][CH:9]=1. Product: [CH:9]12[CH:8]=[CH:14][CH:13]([CH:12]3[CH:10]1[CH2:11]3)[CH:4]1[CH:3]2[C:2](=[O:7])[O:1][C:5]1=[O:6]. The catalyst class is: 113. (2) Reactant: [C:1]([CH2:6][C:7]([O:9][CH2:10][CH3:11])=[O:8])(=[O:5])[CH:2]([CH3:4])[CH3:3].[CH2:12]([Si](C)(C)C)[CH:13]=[CH2:14].S([O-])([O-])(=O)=O.[NH4+].[NH4+]. Product: [C:1]([CH:6]([CH2:14][CH:13]=[CH2:12])[C:7]([O:9][CH2:10][CH3:11])=[O:8])(=[O:5])[CH:2]([CH3:4])[CH3:3]. The catalyst class is: 5.